From a dataset of Drug-target binding data from BindingDB using IC50 measurements. Regression. Given a target protein amino acid sequence and a drug SMILES string, predict the binding affinity score between them. We predict pIC50 (pIC50 = -log10(IC50 in M); higher means more potent). Dataset: bindingdb_ic50. (1) The drug is COC(=O)c1ccc(Cn2cc(NC(=O)c3noc4c3CC(C(C)(C)C)CC4)cn2)cc1. The target protein (P9WIL5) has sequence MTIPAFHPGELNVYSAPGDVADVSRALRLTGRRVMLVPTMGALHEGHLALVRAAKRVPGSVVVVSIFVNPMQFGAGEDLDAYPRTPDDDLAQLRAEGVEIAFTPTTAAMYPDGLRTTVQPGPLAAELEGGPRPTHFAGVLTVVLKLLQIVRPDRVFFGEKDYQQLVLIRQLVADFNLDVAVVGVPTVREADGLAMSSRNRYLDPAQRAAAVALSAALTAAAHAATAGAQAALDAARAVLDAAPGVAVDYLELRDIGLGPMPLNGSGRLLVAARLGTTRLLDNIAIEIGTFAGTDRPDGYRAILESHWRN. The pIC50 is 6.8. (2) The compound is Cc1nc(C2CN(C(=O)/C=C/c3cnc4c(c3)CCC(=O)N4)C2)no1. The target protein (Q2FZQ3) has sequence MLNLENKTYVIMGIANKRSIAFGVAKVLDQLGAKLVFTYRKERSRKELEKLLEQLNQPEAHLYQIDVQSDEEVINGFEQIGKDVGNIDGVYHSIAFANMEDLRGRFSETSREGFLLAQDISSYSLTIVAHEAKKLMPEGGSIVATTYLGGEFAVQNYNVMGVAKASLEANVKYLALDLGPDNIRVNAISASPIRTLSAKGVGGFNTILKEIEERAPLKRNVDQVEVGKTAAYLLSDLSSGVTGENIHVDSGFHAIK. The pIC50 is 6.8.